Dataset: Retrosynthesis with 50K atom-mapped reactions and 10 reaction types from USPTO. Task: Predict the reactants needed to synthesize the given product. (1) Given the product CCOC(=O)CCCCCOc1c(OC)ccc2c(Nc3c(Cl)cncc3Cl)cc(=O)oc12, predict the reactants needed to synthesize it. The reactants are: CCOC(=O)CCCCCBr.COc1ccc2c(Nc3c(Cl)cncc3Cl)cc(=O)oc2c1O. (2) Given the product COc1ccc(Cn2cnc3c(-c4ccco4)nc(C(F)(F)F)nc32)cc1, predict the reactants needed to synthesize it. The reactants are: CCCC[Sn](CCCC)(CCCC)c1ccco1.COc1ccc(Cn2cnc3c(Cl)nc(C(F)(F)F)nc32)cc1. (3) Given the product CC(C)(C)C(=O)OC[C@H]1O[C@@H](Oc2nn(CC(N)=O)c3cccc(C#Cc4ccc(/C=C/CC(=O)NC(C)(C)C(=O)N5CCN(C(=O)OCc6ccccc6)CC5)cc4)c23)[C@H](OC(=O)C(C)(C)C)[C@@H](OC(=O)C(C)(C)C)[C@@H]1OC(=O)C(C)(C)C, predict the reactants needed to synthesize it. The reactants are: CC(C)(C)C(=O)OC[C@H]1O[C@@H](Oc2n[nH]c3cccc(C#Cc4ccc(/C=C/CC(=O)NC(C)(C)C(=O)N5CCN(C(=O)OCc6ccccc6)CC5)cc4)c23)[C@H](OC(=O)C(C)(C)C)[C@@H](OC(=O)C(C)(C)C)[C@@H]1OC(=O)C(C)(C)C.NC(=O)CBr. (4) Given the product Cc1n[nH]c2c(C)cc(C(=O)N3CCC4(CC3)Cc3cnn(C(C)C)c3C(=O)N4)cc12, predict the reactants needed to synthesize it. The reactants are: CC(C)n1ncc2c1C(=O)NC1(CCNCC1)C2.Cc1n[nH]c2c(C)cc(C(=O)O)cc12. (5) Given the product O=C(NCCO)c1ccc([N+](=O)[O-])cc1, predict the reactants needed to synthesize it. The reactants are: NCCO.O=C(Cl)c1ccc([N+](=O)[O-])cc1.